This data is from Forward reaction prediction with 1.9M reactions from USPTO patents (1976-2016). The task is: Predict the product of the given reaction. (1) The product is: [CH2:29]([O:28][CH2:27][C:13]1[N:14]([CH2:15][CH2:16][N:17]2[C:21]3([CH2:25][CH2:24][CH2:23][CH2:22]3)[O:20][N:19]=[C:18]2[CH3:26])[C:10]2[C:9]3[CH:8]=[CH:7][CH:6]=[CH:5][C:4]=3[N:3]=[C:2]([NH2:31])[C:11]=2[N:12]=1)[CH3:30]. Given the reactants Cl[C:2]1[C:11]2[N:12]=[C:13]([CH2:27][O:28][CH2:29][CH3:30])[N:14]([CH2:15][CH2:16][N:17]3[C:21]4([CH2:25][CH2:24][CH2:23][CH2:22]4)[O:20][N:19]=[C:18]3[CH3:26])[C:10]=2[C:9]2[CH:8]=[CH:7][CH:6]=[CH:5][C:4]=2[N:3]=1.[NH3:31], predict the reaction product. (2) Given the reactants Cl.[Cl:2][C:3]1[CH:25]=[C:24]([F:26])[CH:23]=[CH:22][C:4]=1[C:5]([NH:7][C:8]1[CH:13]=[CH:12][CH:11]=[C:10]([NH:14][C@H:15]2[CH2:20][CH2:19][NH:18][C@@H:17]([CH3:21])[CH2:16]2)[CH:9]=1)=[O:6].[C:27](O)(=O)C.C([BH3-])#N.[Na+].C=O.C(=O)(O)[O-].[Na+].[Cl-].[NH4+], predict the reaction product. The product is: [ClH:2].[Cl:2][C:3]1[CH:25]=[C:24]([F:26])[CH:23]=[CH:22][C:4]=1[C:5]([NH:7][C:8]1[CH:13]=[CH:12][CH:11]=[C:10]([NH:14][C@H:15]2[CH2:20][CH2:19][N:18]([CH3:27])[C@@H:17]([CH3:21])[CH2:16]2)[CH:9]=1)=[O:6]. (3) Given the reactants Cl[C:2]1[C:11]([C:12]([OH:14])=[O:13])=[CH:10][C:9]2[C:4](=[CH:5][CH:6]=[C:7]([Cl:15])[CH:8]=2)[N:3]=1.[NH2:16][C:17]1([C:26]([OH:28])=[O:27])[C:25]2[C:20](=[CH:21][CH:22]=[CH:23][CH:24]=2)[CH2:19][CH2:18]1, predict the reaction product. The product is: [C:26]([C:17]1([NH:16][C:2]2[C:11]([C:12]([OH:14])=[O:13])=[CH:10][C:9]3[C:4](=[CH:5][CH:6]=[C:7]([Cl:15])[CH:8]=3)[N:3]=2)[C:25]2[C:20](=[CH:21][CH:22]=[CH:23][CH:24]=2)[CH2:19][CH2:18]1)([OH:28])=[O:27].